Dataset: Human liver microsome stability data. Task: Regression/Classification. Given a drug SMILES string, predict its absorption, distribution, metabolism, or excretion properties. Task type varies by dataset: regression for continuous measurements (e.g., permeability, clearance, half-life) or binary classification for categorical outcomes (e.g., BBB penetration, CYP inhibition). Dataset: hlm. (1) The drug is O=C(NCc1ccc(Cl)cc1Cl)N1CCC(Oc2ccccc2)CC1. The result is 1 (stable in human liver microsomes). (2) The drug is Cc1c(C(=O)Nc2ccnc(Cl)n2)nn(C)c1-c1ccc(F)cc1. The result is 0 (unstable in human liver microsomes). (3) The compound is Cc1cc(-c2ccc(Cl)c(C(=O)NCC3(O)CCCCCC3)c2)nn1C[C@@H](O)CN. The result is 0 (unstable in human liver microsomes). (4) The molecule is CC(CNCCC12CC3CC(CC(C3)C1)C2)Nc1ccnc2cc(Cl)ccc12. The result is 0 (unstable in human liver microsomes). (5) The compound is Fc1ccccc1C(Cc1ccccc1OC(F)(F)F)N1CCNCC1. The result is 0 (unstable in human liver microsomes). (6) The compound is O=c1n(Cc2nc3ccccc3n2CCCCO)c2cnccc2n1CC(F)(F)F. The result is 1 (stable in human liver microsomes). (7) The molecule is CCC(C)CCn1nc(-c2cccs2)c(O)c(C2=NS(=O)(=O)c3cc(NS(C)(=O)=O)ccc3N2)c1=O. The result is 0 (unstable in human liver microsomes). (8) The drug is Cc1ccc2nc(C(=O)N3CC(=O)N(Cc4cccc(OC(F)F)c4)[C@@H](Cc4ccccc4)C3)ccc2c1. The result is 1 (stable in human liver microsomes).